Dataset: Forward reaction prediction with 1.9M reactions from USPTO patents (1976-2016). Task: Predict the product of the given reaction. (1) Given the reactants [C:1]([O:5][C:6](=[O:13])[NH:7][C@H:8]1[CH2:11][C@@H:10]([OH:12])[CH2:9]1)([CH3:4])([CH3:3])[CH3:2].[H-].[Na+].[CH2:16](Br)[C:17]1[CH:22]=[CH:21][CH:20]=[CH:19][CH:18]=1, predict the reaction product. The product is: [C:1]([O:5][C:6](=[O:13])[NH:7][C@H:8]1[CH2:11][C@@H:10]([O:12][CH2:16][C:17]2[CH:22]=[CH:21][CH:20]=[CH:19][CH:18]=2)[CH2:9]1)([CH3:4])([CH3:2])[CH3:3]. (2) Given the reactants [F:1][C:2]1[CH:9]=[C:8]([CH:10]=[CH2:11])[CH:7]=[C:6]([F:12])[C:3]=1[C:4]#[N:5].C1C=C(Cl)C=C(C(OO)=[O:21])C=1.FC1C(C2CO2)=CC(OC)=C(C=1)C#N, predict the reaction product. The product is: [F:1][C:2]1[CH:9]=[C:8]([CH:10]2[CH2:11][O:21]2)[CH:7]=[C:6]([F:12])[C:3]=1[C:4]#[N:5]. (3) Given the reactants [C:1]([O:5][C:6]([NH:8][C:9]1[CH2:10][C:11]([C:33]([OH:35])=O)=[CH:12][C:13]2[CH:19]=[CH:18][C:17]([C:20]3[CH:25]=[CH:24][C:23]([C:26]([N:28]4[CH2:32][CH2:31][CH2:30][CH2:29]4)=[O:27])=[CH:22][CH:21]=3)=[CH:16][C:14]=2[N:15]=1)=[O:7])([CH3:4])([CH3:3])[CH3:2].Cl.[CH2:37]([NH:40][CH2:41][C:42]1[CH:47]=[CH:46][CH:45]=[CH:44][C:43]=1[OH:48])[CH2:38][CH3:39], predict the reaction product. The product is: [OH:48][C:43]1[CH:44]=[CH:45][CH:46]=[CH:47][C:42]=1[CH2:41][N:40]([CH2:37][CH2:38][CH3:39])[C:33]([C:11]1=[CH:12][C:13]2[CH:19]=[CH:18][C:17]([C:20]3[CH:25]=[CH:24][C:23]([C:26]([N:28]4[CH2:32][CH2:31][CH2:30][CH2:29]4)=[O:27])=[CH:22][CH:21]=3)=[CH:16][C:14]=2[N:15]=[C:9]([NH:8][C:6](=[O:7])[O:5][C:1]([CH3:2])([CH3:3])[CH3:4])[CH2:10]1)=[O:35]. (4) Given the reactants [F:1][C:2]1[CH:7]=[C:6]([F:8])[CH:5]=[CH:4][C:3]=1[CH2:9][C:10]([OH:12])=O.CN(C=O)C.C(Cl)(=O)C([Cl:21])=O, predict the reaction product. The product is: [F:1][C:2]1[CH:7]=[C:6]([F:8])[CH:5]=[CH:4][C:3]=1[CH2:9][C:10]([Cl:21])=[O:12]. (5) Given the reactants O.ON1C2C=CC=CC=2N=N1.[C:12]([C:15]1[N:16]=[C:17]([CH:23]2[CH2:31][C:30]3[C:25](=[CH:26][CH:27]=[CH:28][CH:29]=3)[N:24]2[C:32]([O:34][C:35]([CH3:38])([CH3:37])[CH3:36])=[O:33])[NH:18][C:19]=1[CH2:20][CH2:21][CH3:22])(O)=[O:13].Cl.[CH3:40][O:41][C:42](=[O:45])[CH2:43][NH2:44].Cl.C(C(NCCCN(C)C)=N)C.CN1CCOCC1, predict the reaction product. The product is: [CH3:40][O:41][C:42](=[O:45])[CH2:43][NH:44][C:12]([C:15]1[N:16]=[C:17]([CH:23]2[CH2:31][C:30]3[C:25](=[CH:26][CH:27]=[CH:28][CH:29]=3)[N:24]2[C:32]([O:34][C:35]([CH3:36])([CH3:38])[CH3:37])=[O:33])[NH:18][C:19]=1[CH2:20][CH2:21][CH3:22])=[O:13]. (6) Given the reactants [F:1][C:2]1[CH:7]=[CH:6][C:5]([CH2:8][C:9]2[CH:10]=[C:11]([NH:20][CH2:21][CH2:22][CH2:23][N:24]([CH3:35])[C:25]([O:27][CH2:28][C:29]3[CH:34]=[CH:33][CH:32]=[CH:31][CH:30]=3)=[O:26])[C:12]([C:15](OCC)=[O:16])=[N:13][CH:14]=2)=[CH:4][CH:3]=1.Cl[C:37](=[O:44])[CH2:38][C:39]([O:41][CH2:42][CH3:43])=[O:40], predict the reaction product. The product is: [F:1][C:2]1[CH:7]=[CH:6][C:5]([CH2:8][C:9]2[CH:10]=[C:11]3[C:12]([C:15]([OH:16])=[C:38]([C:39]([O:41][CH2:42][CH3:43])=[O:40])[C:37](=[O:44])[N:20]3[CH2:21][CH2:22][CH2:23][N:24]([CH3:35])[C:25]([O:27][CH2:28][C:29]3[CH:30]=[CH:31][CH:32]=[CH:33][CH:34]=3)=[O:26])=[N:13][CH:14]=2)=[CH:4][CH:3]=1. (7) The product is: [CH3:23][C:17]1([CH3:24])[O:16][C@H:15]([CH2:14][NH:13][CH3:12])[C@@H:19]([CH2:20][S:21][CH3:22])[O:18]1. Given the reactants [H-].[Al+3].[Li+].[H-].[H-].[H-].C(O[C:12](=O)[NH:13][CH2:14][C@@H:15]1[C@@H:19]([CH2:20][S:21][CH3:22])[O:18][C:17]([CH3:24])([CH3:23])[O:16]1)(C)(C)C, predict the reaction product. (8) The product is: [CH2:2]1[O:4][CH:3]1[C:5]1[CH:10]=[CH:9][CH:8]=[CH:7][CH:6]=1. Given the reactants Cl[CH2:2][CH:3]([C:5]1[CH:10]=[CH:9][CH:8]=[CH:7][CH:6]=1)[OH:4].[OH-].[Na+], predict the reaction product. (9) Given the reactants [Cl:1][C:2]1[CH:7]=[CH:6][C:5]([S:8]([N:11]([CH2:18][CH3:19])[C:12]2([C:15](O)=[O:16])[CH2:14][CH2:13]2)(=[O:10])=[O:9])=[CH:4][CH:3]=1.CCOC(OC(OCC)=O)=O.[F:31][C:32]([F:49])([F:48])[O:33][C:34]1[CH:39]=[CH:38][C:37]([C:40]2[CH:45]=[C:44]([CH2:46][NH2:47])[CH:43]=[CH:42][N:41]=2)=[CH:36][CH:35]=1, predict the reaction product. The product is: [Cl:1][C:2]1[CH:3]=[CH:4][C:5]([S:8]([N:11]([CH2:18][CH3:19])[C:12]2([C:15]([NH:47][CH2:46][C:44]3[CH:43]=[CH:42][N:41]=[C:40]([C:37]4[CH:36]=[CH:35][C:34]([O:33][C:32]([F:49])([F:31])[F:48])=[CH:39][CH:38]=4)[CH:45]=3)=[O:16])[CH2:14][CH2:13]2)(=[O:10])=[O:9])=[CH:6][CH:7]=1. (10) Given the reactants [CH2:1]([O:3][C:4](=[O:17])[CH2:5][CH:6]1[O:10][B:9]([OH:11])[C:8]2[CH:12]=[C:13]([OH:16])[CH:14]=[CH:15][C:7]1=2)[CH3:2].Cl.Cl[C:20]1[CH:25]=[CH:24][N:23]=[CH:22][N:21]=1.[H-].[Na+].[NH4+].[Cl-].Cl, predict the reaction product. The product is: [CH2:1]([O:3][C:4](=[O:17])[CH2:5][CH:6]1[O:10][B:9]([OH:11])[C:8]2[CH:12]=[C:13]([O:16][C:20]3[CH:25]=[CH:24][N:23]=[CH:22][N:21]=3)[CH:14]=[CH:15][C:7]1=2)[CH3:2].